Dataset: Forward reaction prediction with 1.9M reactions from USPTO patents (1976-2016). Task: Predict the product of the given reaction. (1) Given the reactants C[O:2][C:3]([CH:5]1[N:10]2[C:11](=[O:26])[CH:12]([NH:17][C:18](=[O:25])[C:19]3[CH:24]=[CH:23][CH:22]=[CH:21][CH:20]=3)[CH2:13][CH:14]=[CH:15][CH2:16][CH:9]2[CH2:8][CH2:7][CH2:6]1)=[O:4].[Li+].[OH-].Cl, predict the reaction product. The product is: [C:18]([NH:17][C@@H:12]1[C:11](=[O:26])[N:10]2[C@H:5]([C:3]([OH:4])=[O:2])[CH2:6][CH2:7][CH2:8][C@@H:9]2[CH2:16][CH:15]=[CH:14][CH2:13]1)(=[O:25])[C:19]1[CH:24]=[CH:23][CH:22]=[CH:21][CH:20]=1. (2) Given the reactants [C:1]([C:5]1[CH:20]=[C:19]([F:21])[CH:18]=[CH:17][C:6]=1[O:7][CH:8]1[CH2:11][N:10]([C:12](=[O:16])[C:13](O)=[O:14])[CH2:9]1)([CH3:4])([CH3:3])[CH3:2].Cl.[CH2:23]([NH2:25])[CH3:24].CCN=C=NCCCN(C)C.C1C=CC2N(O)N=NC=2C=1, predict the reaction product. The product is: [C:1]([C:5]1[CH:20]=[C:19]([F:21])[CH:18]=[CH:17][C:6]=1[O:7][CH:8]1[CH2:9][N:10]([C:12](=[O:16])[C:13]([NH:25][CH2:23][CH3:24])=[O:14])[CH2:11]1)([CH3:2])([CH3:3])[CH3:4]. (3) Given the reactants [CH3:1][O:2][N:3]=[C:4]1[C:13]2[C:8](=[CH:9][CH:10]=[C:11]([C:15]([CH:17]3[CH:22](Cl)[CH2:21][CH2:20][CH2:19][C:18]3=[O:24])=[O:16])[C:12]=2[CH3:14])[S:7](=[O:26])(=[O:25])[CH2:6][CH2:5]1.CS.ClC1C2C[CH2:37][S:38](=O)(=O)C=2C=CC=1C(C1C(Cl)CCCC1=O)=O.C(S)C, predict the reaction product. The product is: [CH3:1][O:2][N:3]=[C:4]1[C:13]2[C:8](=[CH:9][CH:10]=[C:11]([C:15]([CH:17]3[CH:22]([S:38][CH3:37])[CH2:21][CH2:20][CH2:19][C:18]3=[O:24])=[O:16])[C:12]=2[CH3:14])[S:7](=[O:26])(=[O:25])[CH2:6][CH2:5]1.